From a dataset of Reaction yield outcomes from USPTO patents with 853,638 reactions. Predict the reaction yield, written as a fraction of the theoretical maximum amount of product (1.0 means a 100% yield; for example, 0.34 means a 34% yield). (1) The reactants are [F:1][C:2]([F:39])([F:38])[C:3]1[CH:8]=[CH:7][C:6]([N:9]2[CH2:14][CH2:13][CH:12]([O:15][C:16]3[N:17]=[CH:18][C:19]([C:22]([NH:24][CH:25]4[CH2:30][CH2:29][N:28](C(OC(C)(C)C)=O)[CH2:27][CH2:26]4)=[O:23])=[N:20][CH:21]=3)[CH2:11][CH2:10]2)=[CH:5][CH:4]=1.[ClH:40]. The catalyst is O1CCOCC1. The product is [ClH:40].[ClH:40].[NH:28]1[CH2:29][CH2:30][CH:25]([NH:24][C:22]([C:19]2[CH:18]=[N:17][C:16]([O:15][CH:12]3[CH2:11][CH2:10][N:9]([C:6]4[CH:7]=[CH:8][C:3]([C:2]([F:39])([F:1])[F:38])=[CH:4][CH:5]=4)[CH2:14][CH2:13]3)=[CH:21][N:20]=2)=[O:23])[CH2:26][CH2:27]1. The yield is 0.990. (2) The reactants are [Cl:1][C:2]1[C:3]([F:59])=[C:4]([C@@H:8]2[C@:12]([C:15]3[CH:20]=[CH:19][C:18]([Cl:21])=[CH:17][C:16]=3[F:22])([C:13]#[N:14])[C@H:11]([CH2:23][C:24]([CH3:27])([CH3:26])[CH3:25])[NH:10][C@H:9]2[C:28]([NH:30][C:31]2[CH:56]=[CH:55][C:34]([C:35]([O:37][CH:38]([O:40][C:41](=[O:54])[NH:42][CH2:43][C:44]([O:46]CC3C=CC=CC=3)=[O:45])[CH3:39])=[O:36])=[CH:33][C:32]=2[O:57][CH3:58])=[O:29])[CH:5]=[CH:6][CH:7]=1.[H][H]. The catalyst is C(OCC)(=O)C.[Pd]. The product is [Cl:1][C:2]1[C:3]([F:59])=[C:4]([C@@H:8]2[C@:12]([C:15]3[CH:20]=[CH:19][C:18]([Cl:21])=[CH:17][C:16]=3[F:22])([C:13]#[N:14])[C@H:11]([CH2:23][C:24]([CH3:25])([CH3:26])[CH3:27])[NH:10][C@H:9]2[C:28]([NH:30][C:31]2[CH:56]=[CH:55][C:34]([C:35]([O:37][CH:38]([O:40][C:41]([NH:42][CH2:43][C:44]([OH:46])=[O:45])=[O:54])[CH3:39])=[O:36])=[CH:33][C:32]=2[O:57][CH3:58])=[O:29])[CH:5]=[CH:6][CH:7]=1. The yield is 0.610. (3) The reactants are CS([O:5][CH2:6][CH:7]1[CH2:12][CH2:11][N:10]([C:13]([O:15][C:16]([CH3:19])([CH3:18])[CH3:17])=[O:14])[CH2:9][CH2:8]1)(=O)=O.C([O-])([O-])=O.[Cs+].[Cs+].[NH2:26][C:27]1[C:32](O)=[CH:31][C:30]([Br:34])=[CH:29][N:28]=1. The catalyst is CN(C=O)C. The product is [NH2:26][C:27]1[C:32]([O:5][CH2:6][CH:7]2[CH2:12][CH2:11][N:10]([C:13]([O:15][C:16]([CH3:19])([CH3:18])[CH3:17])=[O:14])[CH2:9][CH2:8]2)=[CH:31][C:30]([Br:34])=[CH:29][N:28]=1. The yield is 0.900. (4) The reactants are [NH:1]1[CH2:6][CH2:5][S:4][CH2:3][CH2:2]1.C[Si]([N:11]=[C:12]=[O:13])(C)C. The catalyst is C(O)(C)C. The product is [N:1]1([C:12]([NH2:11])=[O:13])[CH2:6][CH2:5][S:4][CH2:3][CH2:2]1. The yield is 0.890. (5) The reactants are [Cl:1][C:2]1[C:3](=[O:21])[N:4](C2CCCCO2)[N:5]=[CH:6][C:7]=1[O:8][C:9]1[CH:14]=[CH:13][CH:12]=[CH:11][CH:10]=1.Cl. The catalyst is CO.O. The product is [Cl:1][C:2]1[C:3](=[O:21])[NH:4][N:5]=[CH:6][C:7]=1[O:8][C:9]1[CH:14]=[CH:13][CH:12]=[CH:11][CH:10]=1. The yield is 0.860. (6) The reactants are [CH2:1]([C:3]1[CH:16]=[CH:15][C:14]2[C:13](=[O:17])[C:12]3[C:7](=[CH:8][CH:9]=[CH:10][CH:11]=3)[C:6](=[O:18])[C:5]=2[CH:4]=1)[CH3:2].ClC(Cl)C.[Br:23]N1C(=O)CCC1=O.N(C(C)(C)C#N)=NC(C)(C)C#N. The catalyst is CO. The product is [Br:23][CH:1]([C:3]1[CH:16]=[CH:15][C:14]2[C:13](=[O:17])[C:12]3[C:7](=[CH:8][CH:9]=[CH:10][CH:11]=3)[C:6](=[O:18])[C:5]=2[CH:4]=1)[CH3:2]. The yield is 0.900.